Dataset: Peptide-MHC class II binding affinity with 134,281 pairs from IEDB. Task: Regression. Given a peptide amino acid sequence and an MHC pseudo amino acid sequence, predict their binding affinity value. This is MHC class II binding data. (1) The peptide sequence is TCVLGKLSQELHKLQ. The MHC is DRB1_0802 with pseudo-sequence DRB1_0802. The binding affinity (normalized) is 0.173. (2) The MHC is DRB1_0404 with pseudo-sequence DRB1_0404. The binding affinity (normalized) is 0.445. The peptide sequence is NLWKMKTGRRGSANG. (3) The peptide sequence is EFQVVNPHLLRVLTE. The MHC is DRB1_0701 with pseudo-sequence DRB1_0701. The binding affinity (normalized) is 0.669. (4) The peptide sequence is KAAMGLRISSSFSFG. The MHC is DRB1_0901 with pseudo-sequence DRB1_0901. The binding affinity (normalized) is 0.625.